From a dataset of Forward reaction prediction with 1.9M reactions from USPTO patents (1976-2016). Predict the product of the given reaction. (1) Given the reactants [F:1][C:2]1[CH:30]=[CH:29][CH:28]=[CH:27][C:3]=1[C:4]([NH:6][C:7]1[CH:19]=[C:18]([O:20][C:21]2[CH:26]=[CH:25][CH:24]=[CH:23][CH:22]=2)[CH:17]=[CH:16][C:8]=1[C:9]([O:11]C(C)(C)C)=[O:10])=[O:5], predict the reaction product. The product is: [F:1][C:2]1[CH:30]=[CH:29][CH:28]=[CH:27][C:3]=1[C:4]([NH:6][C:7]1[CH:19]=[C:18]([O:20][C:21]2[CH:26]=[CH:25][CH:24]=[CH:23][CH:22]=2)[CH:17]=[CH:16][C:8]=1[C:9]([OH:11])=[O:10])=[O:5]. (2) Given the reactants [NH:1]([CH2:5][CH2:6]O)CCO.II.[C:10]1(=[O:16])O[C:13](=O)[CH:12]=[CH:11]1.P(=O)(O)(O)O.[C:22]1([CH3:28])[CH:27]=[CH:26][CH:25]=[CH:24][CH:23]=1, predict the reaction product. The product is: [N-:1]=[C:10]=[O:16].[N-:1]=[C:10]=[O:16].[C:22]1([CH2:28][C:6]2[CH:5]=[CH:13][CH:12]=[CH:11][CH:10]=2)[CH:27]=[CH:26][CH:25]=[CH:24][CH:23]=1. (3) Given the reactants [Br:1][C:2]1[CH:3]=[N:4][CH:5]=[C:6](Br)[CH:7]=1.C([Li])CCC.[CH3:14]SSC.[S:18](S([O-])=O)([O-:21])(=O)=[O:19].[Na+].[Na+], predict the reaction product. The product is: [Br:1][C:2]1[CH:3]=[N:4][CH:5]=[C:6]([S:18]([CH3:14])(=[O:21])=[O:19])[CH:7]=1. (4) Given the reactants [N+:1]1([O-:13])[C:10]2[C:5](=[CH:6][CH:7]=[CH:8][CH:9]=2)[C:4]([CH:11]=O)=[CH:3][CH:2]=1.[NH2:14][C:15]1[CH:19]=[CH:18][S:17][C:16]=1[C:20]([NH:22][C:23]1[CH:28]=[CH:27][C:26]([O:29][C:30]([F:33])([F:32])[F:31])=[CH:25][CH:24]=1)=[O:21].FC(F)(F)C(O)=O.C([SiH](CC)CC)C.[OH-].[Na+], predict the reaction product. The product is: [O-:13][N+:1]1[C:10]2[C:5](=[CH:6][CH:7]=[CH:8][CH:9]=2)[C:4]([CH2:11][NH:14][C:15]2[CH:19]=[CH:18][S:17][C:16]=2[C:20]([NH:22][C:23]2[CH:24]=[CH:25][C:26]([O:29][C:30]([F:33])([F:31])[F:32])=[CH:27][CH:28]=2)=[O:21])=[CH:3][CH:2]=1.